From a dataset of Full USPTO retrosynthesis dataset with 1.9M reactions from patents (1976-2016). Predict the reactants needed to synthesize the given product. (1) The reactants are: [Br:1][C:2]1[CH:3]=[CH:4][C:5]([F:9])=[C:6]([CH3:8])[CH:7]=1.C([N-]C(C)C)(C)C.[Li+].CN(C)[CH:20]=[O:21].C(OCC)(=O)C. Given the product [Br:1][C:2]1[CH:7]=[C:6]([CH3:8])[C:5]([F:9])=[C:4]([CH:3]=1)[CH:20]=[O:21], predict the reactants needed to synthesize it. (2) Given the product [Cl:39][C:40]1[CH:41]=[CH:42][C:43]([CH3:62])=[C:44]([CH:61]=1)[CH2:45][NH:46][C:47]([C:49]1[O:53][N:52]=[C:51]([N:54]([CH2:4][CH2:3][O:2][CH3:1])[C:55](=[O:60])[C:56]([F:58])([F:59])[F:57])[CH:50]=1)=[O:48], predict the reactants needed to synthesize it. The reactants are: [CH3:1][O:2][CH2:3][CH2:4]O.C1(P(C2C=CC=CC=2)C2C=CC=CC=2)C=CC=CC=1.N(C(OC(C)C)=O)=NC(OC(C)C)=O.[Cl:39][C:40]1[CH:41]=[CH:42][C:43]([CH3:62])=[C:44]([CH:61]=1)[CH2:45][NH:46][C:47]([C:49]1[O:53][N:52]=[C:51]([NH:54][C:55](=[O:60])[C:56]([F:59])([F:58])[F:57])[CH:50]=1)=[O:48]. (3) Given the product [CH:10]1[C:11]([C:13]([F:16])([F:15])[F:14])=[CH:12][C:4]([N+:1]([O-:3])=[O:2])=[CH:5][C:6]=1[C:7]([NH2:17])=[O:8], predict the reactants needed to synthesize it. The reactants are: [N+:1]([C:4]1[CH:5]=[C:6]([CH:10]=[C:11]([C:13]([F:16])([F:15])[F:14])[CH:12]=1)[C:7](O)=[O:8])([O-:3])=[O:2].[NH3:17]. (4) Given the product [ClH:1].[CH3:27][C:23]1[CH:22]=[C:21]([CH:26]=[CH:25][CH:24]=1)[NH:20][C:2]1[C:11]2[C:6](=[CH:7][CH:8]=[CH:9][C:10]=2[O:12][CH:13]2[CH2:18][CH2:17][N:16]([CH3:19])[CH2:15][CH2:14]2)[N:5]=[CH:4][N:3]=1, predict the reactants needed to synthesize it. The reactants are: [Cl:1][C:2]1[C:11]2[C:6](=[CH:7][CH:8]=[CH:9][C:10]=2[O:12][CH:13]2[CH2:18][CH2:17][N:16]([CH3:19])[CH2:15][CH2:14]2)[N:5]=[CH:4][N:3]=1.[NH2:20][C:21]1[CH:26]=[CH:25][CH:24]=[C:23]([CH3:27])[CH:22]=1. (5) Given the product [C:1]([O:9][CH2:10][C@@H:11]1[CH2:15][C@@H:14]([N:26]2[CH2:30][CH2:29][CH2:28][CH2:27]2)[CH:13]([O:24][CH3:25])[O:12]1)(=[O:8])[C:2]1[CH:7]=[CH:6][CH:5]=[CH:4][CH:3]=1, predict the reactants needed to synthesize it. The reactants are: [C:1]([O:9][CH2:10][C@@H:11]1[CH2:15][C@H:14](OS(C(F)(F)F)(=O)=O)[CH:13]([O:24][CH3:25])[O:12]1)(=[O:8])[C:2]1[CH:7]=[CH:6][CH:5]=[CH:4][CH:3]=1.[NH:26]1[CH2:30][CH2:29][CH2:28][CH2:27]1.O. (6) Given the product [CH3:1][N:2]([CH2:3][C:4]1[O:5][C:6]2[CH:13]=[CH:12][CH:11]=[CH:10][C:7]=2[C:8]=1[CH3:9])[C:14](=[O:17])[CH:15]=[CH2:16], predict the reactants needed to synthesize it. The reactants are: [CH3:1][NH:2][CH2:3][C:4]1[O:5][C:6]2[CH:13]=[CH:12][CH:11]=[CH:10][C:7]=2[C:8]=1[CH3:9].[C:14](Cl)(=[O:17])[CH:15]=[CH2:16].C(N(CC)CC)C.